Dataset: Retrosynthesis with 50K atom-mapped reactions and 10 reaction types from USPTO. Task: Predict the reactants needed to synthesize the given product. (1) Given the product Cn1cc(-c2cc(NC(=O)Oc3ccccc3)n(C)n2)cn1, predict the reactants needed to synthesize it. The reactants are: Cn1cc(-c2cc(N)n(C)n2)cn1.O=C(Cl)Oc1ccccc1. (2) Given the product Cn1cc(NC(=O)Oc2ccccc2)cn1, predict the reactants needed to synthesize it. The reactants are: Cn1cc(N)cn1.O=C(Cl)Oc1ccccc1. (3) Given the product CC(C)(C)OC(=O)N[C@@H](CCC(=O)Nc1ccccc1Nc1ccccc1)C(=O)OCc1ccccc1, predict the reactants needed to synthesize it. The reactants are: CC(C)(C)OC(=O)N[C@H](CCC(=O)O)C(=O)OCc1ccccc1.Nc1ccccc1Nc1ccccc1.